From a dataset of HIV replication inhibition screening data with 41,000+ compounds from the AIDS Antiviral Screen. Binary Classification. Given a drug SMILES string, predict its activity (active/inactive) in a high-throughput screening assay against a specified biological target. (1) The drug is O=S(=O)(CC#CCO)c1cccc2ccccc12. The result is 0 (inactive). (2) The molecule is COc1cccc(NC(=O)CC(=O)NNCC(=O)Nc2nnc(-c3ccc(N(CCC#N)S(=O)(=O)c4ccccc4)cc3)s2)c1. The result is 0 (inactive). (3) The compound is CNc1nc(SC)n(C)c(=O)c1N=O. The result is 0 (inactive). (4) The compound is COC(=O)C1=C(C(=O)OC)SC(=C(N=Nc2ccccc2)c2ccccc2)S1. The result is 0 (inactive).